This data is from Catalyst prediction with 721,799 reactions and 888 catalyst types from USPTO. The task is: Predict which catalyst facilitates the given reaction. (1) Reactant: N(OC(C)(C)C)=O.[Br:8][C:9]1[CH:15]=[CH:14][C:12](N)=[C:11]([S:16]([CH3:19])(=[O:18])=[O:17])[C:10]=1[CH3:20].[CH3:21][S:22]SC. Product: [Br:8][C:9]1[CH:15]=[CH:14][C:12]([S:22][CH3:21])=[C:11]([S:16]([CH3:19])(=[O:18])=[O:17])[C:10]=1[CH3:20]. The catalyst class is: 536. (2) Reactant: [Cl:1][C:2]1[CH:3]=[C:4]([CH:8]([OH:28])[CH:9]([CH2:13][C:14]2[CH:19]=[CH:18][C:17]([CH2:20][C:21]([F:27])([F:26])[C:22]([F:25])([F:24])[F:23])=[CH:16][CH:15]=2)C(O)=O)[CH:5]=[CH:6][CH:7]=1.C([N:31]([CH2:34]C)CC)C.C1(P(N=[N+]=[N-])(C2C=CC=CC=2)=[O:43])C=CC=CC=1. Product: [Cl:1][C:2]1[CH:3]=[C:4]([CH:8]2[O:28][C:34](=[O:43])[NH:31][CH:9]2[CH2:13][C:14]2[CH:15]=[CH:16][C:17]([CH2:20][C:21]([F:26])([F:27])[C:22]([F:25])([F:24])[F:23])=[CH:18][CH:19]=2)[CH:5]=[CH:6][CH:7]=1. The catalyst class is: 7. (3) Reactant: [C:1]1([S:7]([CH2:10][C:11]2[C:16]([C:17]([O:19][CH3:20])=[O:18])=[C:15]([OH:21])[C:14]([C:22]3[CH:26]=[CH:25][O:24][C:23]=3[CH:27]=[CH2:28])=[CH:13][CH:12]=2)(=[O:9])=[O:8])[CH:6]=[CH:5][CH:4]=[CH:3][CH:2]=1.OO.O.C(OCC)(=[O:34])C. Product: [C:1]1([S:7]([CH2:10][C:11]2[C:16]([C:17]([O:19][CH3:20])=[O:18])=[C:15]([OH:21])[C:14]([C:22]3[CH:26]=[CH:25][O:24][C:23]=3[CH2:27][CH2:28][OH:34])=[CH:13][CH:12]=2)(=[O:9])=[O:8])[CH:6]=[CH:5][CH:4]=[CH:3][CH:2]=1. The catalyst class is: 1. (4) The catalyst class is: 8. Product: [Cl:16][C:17]1[CH:22]=[C:21]([N:1]2[CH2:6][CH2:5][O:4][CH:3]([C:7]3[NH:8][C:9]4[CH:14]=[CH:13][N:12]=[CH:11][C:10]=4[N:15]=3)[CH2:2]2)[N:20]=[C:19]([NH2:24])[N:18]=1. Reactant: [NH:1]1[CH2:6][CH2:5][O:4][CH:3]([C:7]2[NH:8][C:9]3[CH:14]=[CH:13][N:12]=[CH:11][C:10]=3[N:15]=2)[CH2:2]1.[Cl:16][C:17]1[CH:22]=[C:21](Cl)[N:20]=[C:19]([NH2:24])[N:18]=1.CCN(C(C)C)C(C)C. (5) Reactant: [Cl:1][C:2]1[C:3]([O:12][C:13]2[CH:18]=[C:17]([O:19][CH2:20][CH2:21][O:22][CH3:23])[CH:16]=[CH:15][C:14]=2[CH2:24][CH2:25][CH2:26][NH2:27])=[N:4][CH:5]=[C:6]([C:8]([F:11])([F:10])[F:9])[CH:7]=1.N1C=CC=CC=1.[Cl:34][C:35]1[CH:40]=[CH:39][CH:38]=[CH:37][C:36]=1[S:41](Cl)(=[O:43])=[O:42].Cl. Product: [Cl:34][C:35]1[CH:40]=[CH:39][CH:38]=[CH:37][C:36]=1[S:41]([NH:27][CH2:26][CH2:25][CH2:24][C:14]1[CH:15]=[CH:16][C:17]([O:19][CH2:20][CH2:21][O:22][CH3:23])=[CH:18][C:13]=1[O:12][C:3]1[C:2]([Cl:1])=[CH:7][C:6]([C:8]([F:9])([F:11])[F:10])=[CH:5][N:4]=1)(=[O:43])=[O:42]. The catalyst class is: 13. (6) Reactant: [Br:1][C:2]1[CH:3]=[C:4]([N+:10]([O-])=O)[C:5]([O:8][CH3:9])=[N:6][CH:7]=1.O.O.[Sn](Cl)Cl. Product: [NH2:10][C:4]1[C:5]([O:8][CH3:9])=[N:6][CH:7]=[C:2]([Br:1])[CH:3]=1. The catalyst class is: 13.